Task: Predict the reaction yield, written as a fraction of the theoretical maximum amount of product (1.0 means a 100% yield; for example, 0.34 means a 34% yield).. Dataset: Reaction yield outcomes from USPTO patents with 853,638 reactions (1) The reactants are [CH3:1][NH:2][C:3]([C:5]1[CH:10]=[CH:9][C:8](B2OC(C)(C)C(C)(C)O2)=[CH:7][N:6]=1)=[O:4].Br[C:21]1[N:26]=[N:25][C:24]([NH2:27])=[N:23][CH:22]=1.C(=O)([O-])[O-].[K+].[K+]. The catalyst is C1(C)C=CC=CC=1.C(O)C.O.C1C=CC([P]([Pd]([P](C2C=CC=CC=2)(C2C=CC=CC=2)C2C=CC=CC=2)([P](C2C=CC=CC=2)(C2C=CC=CC=2)C2C=CC=CC=2)[P](C2C=CC=CC=2)(C2C=CC=CC=2)C2C=CC=CC=2)(C2C=CC=CC=2)C2C=CC=CC=2)=CC=1. The product is [NH2:27][C:24]1[N:25]=[N:26][C:21]([C:8]2[CH:9]=[CH:10][C:5]([C:3]([NH:2][CH3:1])=[O:4])=[N:6][CH:7]=2)=[CH:22][N:23]=1. The yield is 0.455. (2) The reactants are [Br:1][C:2]1[CH:3]=[C:4]2[C:10]([CH:11]([C:13]3[C:18]([F:19])=[CH:17][CH:16]=[C:15]([O:20][CH2:21][CH2:22][O:23]C4CCCCO4)[C:14]=3[F:30])O)=[CH:9][NH:8][C:5]2=[N:6][CH:7]=1.FC(F)(F)C(O)=O.C([SiH](CC)CC)C. The catalyst is C(#N)C. The product is [Br:1][C:2]1[CH:3]=[C:4]2[C:10]([CH2:11][C:13]3[C:14]([F:30])=[C:15]([CH:16]=[CH:17][C:18]=3[F:19])[O:20][CH2:21][CH2:22][OH:23])=[CH:9][NH:8][C:5]2=[N:6][CH:7]=1. The yield is 0.350. (3) The reactants are [CH3:1][C:2]1[C:6]([CH2:7][N:8]2[C:16]3[C:11](=[CH:12][CH:13]=[CH:14][CH:15]=3)[C:10]([C:17](OC)=O)=[N:9]2)=[C:5]([CH3:21])[O:4][N:3]=1.Cl.Cl.[C:24](=[NH:30])([NH2:29])[CH2:25][C:26](=[NH:28])[NH2:27].C[O-].[Na+]. The catalyst is CO. The product is [CH3:1][C:2]1[C:6]([CH2:7][N:8]2[C:16]3[C:11](=[CH:12][CH:13]=[CH:14][CH:15]=3)[C:10]([C:17]3[N:29]=[C:24]([NH2:30])[CH:25]=[C:26]([NH2:28])[N:27]=3)=[N:9]2)=[C:5]([CH3:21])[O:4][N:3]=1. The yield is 0.489. (4) The reactants are Cl.[C:2]([N:5]1[C:14]2[C:9](=[CH:10][C:11]([C:15]#[C:16][Si:17]([CH:24]([CH3:26])[CH3:25])([CH:21]([CH3:23])[CH3:22])[CH:18]([CH3:20])[CH3:19])=[CH:12][CH:13]=2)[C@H:8]([NH2:27])[CH2:7][C@@H:6]1[CH3:28])(=[O:4])[CH3:3].Br[C:30]1[CH:35]=[CH:34][C:33]([CH3:36])=[CH:32][N:31]=1.CC(C)([O-])C.[Na+].CN(C)C1C=CC=CC=1C1C=CC=CC=1P(C1CCCCC1)C1CCCCC1. The catalyst is C1C=CC(/C=C/C(/C=C/C2C=CC=CC=2)=O)=CC=1.C1C=CC(/C=C/C(/C=C/C2C=CC=CC=2)=O)=CC=1.C1C=CC(/C=C/C(/C=C/C2C=CC=CC=2)=O)=CC=1.[Pd].[Pd]. The product is [C:2]([N:5]1[C:14]2[C:9](=[CH:10][C:11]([C:15]#[C:16][Si:17]([CH:21]([CH3:23])[CH3:22])([CH:18]([CH3:20])[CH3:19])[CH:24]([CH3:26])[CH3:25])=[CH:12][CH:13]=2)[C@H:8]([NH:27][C:30]2[CH:35]=[CH:34][C:33]([CH3:36])=[CH:32][N:31]=2)[CH2:7][C@@H:6]1[CH3:28])(=[O:4])[CH3:3]. The yield is 0.820. (5) The reactants are [Cl:1][C:2]1[CH:3]=[C:4]([CH:21]=[CH:22][CH:23]=1)[CH2:5][C:6]1[S:10][C:9]([CH:11]([C:13]2[C:14]([Cl:19])=[N:15][CH:16]=[N:17][CH:18]=2)[OH:12])=[C:8]([CH3:20])[CH:7]=1. The catalyst is C(Cl)Cl.O=[Mn]=O. The product is [Cl:1][C:2]1[CH:3]=[C:4]([CH:21]=[CH:22][CH:23]=1)[CH2:5][C:6]1[S:10][C:9]([C:11]([C:13]2[C:14]([Cl:19])=[N:15][CH:16]=[N:17][CH:18]=2)=[O:12])=[C:8]([CH3:20])[CH:7]=1. The yield is 0.750. (6) The reactants are [C:1]([O:7][C:8]([CH3:11])([CH3:10])[CH3:9])(=[O:6])[C:2]([O:4]C)=O.[CH2:12]([O:19][CH2:20][C:21]([O:23][CH3:24])=[O:22])[C:13]1[CH:18]=[CH:17][CH:16]=[CH:15][CH:14]=1.[Li+].CC([N-]C(C)C)C.[Li]CCCC.C(NC(C)C)(C)C.Cl. The catalyst is C1COCC1. The product is [CH2:12]([O:19]/[C:20](=[C:2](/[OH:4])\[C:1]([O:7][C:8]([CH3:11])([CH3:10])[CH3:9])=[O:6])/[C:21]([O:23][CH3:24])=[O:22])[C:13]1[CH:18]=[CH:17][CH:16]=[CH:15][CH:14]=1. The yield is 0.490. (7) The reactants are [N+:1]([C:4]1[CH:19]=[CH:18][C:7]([C:8]([NH:10][CH2:11][C:12]2[CH:17]=[CH:16][N:15]=[CH:14][CH:13]=2)=[O:9])=[CH:6][CH:5]=1)([O-:3])=[O:2].N1C=CC=CC=1.[F:26][C:27]([F:38])([F:37])[C:28](O[C:28](=O)[C:27]([F:38])([F:37])[F:26])=O.C(=O)(O)[O-].[Na+]. The catalyst is C1(C)C=CC=CC=1.C(OCC)(=O)C. The product is [N+:1]([C:4]1[CH:19]=[CH:18][C:7]([C:8]2[O:9][C:28]([C:27]([F:38])([F:37])[F:26])=[C:11]([C:12]3[CH:13]=[CH:14][N:15]=[CH:16][CH:17]=3)[N:10]=2)=[CH:6][CH:5]=1)([O-:3])=[O:2]. The yield is 0.560.